The task is: Predict which catalyst facilitates the given reaction.. This data is from Catalyst prediction with 721,799 reactions and 888 catalyst types from USPTO. Reactant: [Br:1][C:2]1[CH:3]=[C:4]([CH2:8][CH2:9][C:10](N(OC)C)=[O:11])[CH:5]=[CH:6][CH:7]=1.[C:16]1([Mg]Br)[CH:21]=[CH:20][CH:19]=[CH:18][CH:17]=1. Product: [Br:1][C:2]1[CH:3]=[C:4]([CH2:8][CH2:9][C:10]([C:16]2[CH:21]=[CH:20][CH:19]=[CH:18][CH:17]=2)=[O:11])[CH:5]=[CH:6][CH:7]=1. The catalyst class is: 1.